Dataset: NCI-60 drug combinations with 297,098 pairs across 59 cell lines. Task: Regression. Given two drug SMILES strings and cell line genomic features, predict the synergy score measuring deviation from expected non-interaction effect. (1) Drug 1: CC12CCC(CC1=CCC3C2CCC4(C3CC=C4C5=CN=CC=C5)C)O. Synergy scores: CSS=41.2, Synergy_ZIP=-3.39, Synergy_Bliss=-2.73, Synergy_Loewe=-5.32, Synergy_HSA=0.270. Cell line: K-562. Drug 2: C1=CN(C(=O)N=C1N)C2C(C(C(O2)CO)O)O.Cl. (2) Drug 1: C1=NC(=NC(=O)N1C2C(C(C(O2)CO)O)O)N. Synergy scores: CSS=26.3, Synergy_ZIP=-2.44, Synergy_Bliss=1.62, Synergy_Loewe=-8.06, Synergy_HSA=2.68. Drug 2: C(CN)CNCCSP(=O)(O)O. Cell line: UO-31. (3) Drug 1: CC1=C2C(C(=O)C3(C(CC4C(C3C(C(C2(C)C)(CC1OC(=O)C(C(C5=CC=CC=C5)NC(=O)C6=CC=CC=C6)O)O)OC(=O)C7=CC=CC=C7)(CO4)OC(=O)C)O)C)OC(=O)C. Drug 2: CC1CCC2CC(C(=CC=CC=CC(CC(C(=O)C(C(C(=CC(C(=O)CC(OC(=O)C3CCCCN3C(=O)C(=O)C1(O2)O)C(C)CC4CCC(C(C4)OC)OP(=O)(C)C)C)C)O)OC)C)C)C)OC. Cell line: NCIH23. Synergy scores: CSS=60.9, Synergy_ZIP=-1.85, Synergy_Bliss=-1.12, Synergy_Loewe=2.28, Synergy_HSA=3.68.